From a dataset of Forward reaction prediction with 1.9M reactions from USPTO patents (1976-2016). Predict the product of the given reaction. (1) Given the reactants Cl[C:2]1[CH:3]=[CH:4][N:5]2[C:10]([C:11]=1[CH3:12])=[C:9]([CH:13]1[CH2:15][CH2:14]1)[CH:8]=[C:7]([C:16]([O:18][CH2:19][CH3:20])=[O:17])[C:6]2=[O:21].C(O)C.C(=O)([O-])[O-].[Na+].[Na+].Cl.[NH2:32][C:33]1[CH:34]=[C:35](B(O)O)[CH:36]=[CH:37][CH:38]=1, predict the reaction product. The product is: [NH2:32][C:33]1[CH:38]=[C:37]([C:2]2[CH:3]=[CH:4][N:5]3[C:10]([C:11]=2[CH3:12])=[C:9]([CH:13]2[CH2:15][CH2:14]2)[CH:8]=[C:7]([C:16]([O:18][CH2:19][CH3:20])=[O:17])[C:6]3=[O:21])[CH:36]=[CH:35][CH:34]=1. (2) Given the reactants [C:1]([C:5]1[CH:12]=[CH:11][C:8]([CH:9]=O)=[CH:7][CH:6]=1)([CH3:4])([CH3:3])[CH3:2].[F:13][C:14]([F:25])([F:24])[C:15]1[CH:16]=[C:17]([CH2:21][CH2:22][NH2:23])[CH:18]=[CH:19][CH:20]=1.[BH4-].[Na+], predict the reaction product. The product is: [C:1]([C:5]1[CH:12]=[CH:11][C:8]([CH2:9][NH:23][CH2:22][CH2:21][C:17]2[CH:18]=[CH:19][CH:20]=[C:15]([C:14]([F:13])([F:24])[F:25])[CH:16]=2)=[CH:7][CH:6]=1)([CH3:4])([CH3:3])[CH3:2]. (3) Given the reactants [Cl:1][C:2]1[CH:3]=[C:4]2[C:8](=[CH:9][CH:10]=1)[NH:7][CH:6]=[C:5]2[CH2:11][N:12]1[C:20]([C:21]2[N:25]([CH3:26])[CH:24]=[C:23]([C:27](O)=[O:28])[CH:22]=2)=[C:19]2[C:14]([N:15]([CH2:33][CH:34]([CH3:36])[CH3:35])[C:16](=[O:32])[N:17]([CH3:31])[C:18]2=[O:30])=[N:13]1.CN.[C:39](P(=O)(OCC)OCC)#[N:40], predict the reaction product. The product is: [Cl:1][C:2]1[CH:3]=[C:4]2[C:8](=[CH:9][CH:10]=1)[NH:7][CH:6]=[C:5]2[CH2:11][N:12]1[C:20]([C:21]2[N:25]([CH3:26])[CH:24]=[C:23]([C:27]([NH:40][CH3:39])=[O:28])[CH:22]=2)=[C:19]2[C:14]([N:15]([CH2:33][CH:34]([CH3:35])[CH3:36])[C:16](=[O:32])[N:17]([CH3:31])[C:18]2=[O:30])=[N:13]1. (4) Given the reactants [OH:1][C:2]1[CH:9]=[CH:8][C:7]([C:10]([F:13])([F:12])[F:11])=[CH:6][C:3]=1[CH:4]=[O:5].CC(=CC)C.P([O-])(O)(O)=[O:20].[Na+].Cl([O-])=O.[Na+], predict the reaction product. The product is: [OH:1][C:2]1[CH:9]=[CH:8][C:7]([C:10]([F:11])([F:12])[F:13])=[CH:6][C:3]=1[C:4]([OH:20])=[O:5]. (5) Given the reactants [C:1]([C:5]1[N:10]=[CH:9][C:8]([C:11]2[N:12]([C:32](Cl)=[O:33])[C@@:13]([C:25]3[CH:30]=[CH:29][C:28]([Cl:31])=[CH:27][CH:26]=3)([CH3:24])[C@@:14]([C:17]3[CH:22]=[CH:21][C:20]([Cl:23])=[CH:19][CH:18]=3)([CH3:16])[N:15]=2)=[C:7]([O:35][CH2:36][CH3:37])[CH:6]=1)([CH3:4])([CH3:3])[CH3:2].[N:38]1([CH2:44][C:45]([N:47]2[CH2:51][CH2:50][CH2:49][CH2:48]2)=[O:46])[CH2:43][CH2:42][NH:41][CH2:40][CH2:39]1, predict the reaction product. The product is: [C:1]([C:5]1[N:10]=[CH:9][C:8]([C:11]2[N:12]([C:32]([N:41]3[CH2:40][CH2:39][N:38]([CH2:44][C:45]([N:47]4[CH2:48][CH2:49][CH2:50][CH2:51]4)=[O:46])[CH2:43][CH2:42]3)=[O:33])[C@@:13]([C:25]3[CH:26]=[CH:27][C:28]([Cl:31])=[CH:29][CH:30]=3)([CH3:24])[C@@:14]([C:17]3[CH:18]=[CH:19][C:20]([Cl:23])=[CH:21][CH:22]=3)([CH3:16])[N:15]=2)=[C:7]([O:35][CH2:36][CH3:37])[CH:6]=1)([CH3:2])([CH3:3])[CH3:4].